This data is from Catalyst prediction with 721,799 reactions and 888 catalyst types from USPTO. The task is: Predict which catalyst facilitates the given reaction. (1) Reactant: [Cl:1][C:2]1[C:7]([Cl:8])=[CH:6][C:5]([Cl:9])=[CH:4][C:3]=1B(O)O.O1CCOCC1.[Cl:19][C:20]1[C:32](I)=[CH:31][C:23]2[NH:24][C:25]([C:27]([F:30])([F:29])[F:28])=[N:26][C:22]=2[CH:21]=1.C(=O)([O-])[O-].[Na+].[Na+]. Product: [Cl:19][C:20]1[C:32]([C:3]2[CH:4]=[C:5]([Cl:9])[CH:6]=[C:7]([Cl:8])[C:2]=2[Cl:1])=[CH:31][C:23]2[NH:24][C:25]([C:27]([F:29])([F:30])[F:28])=[N:26][C:22]=2[CH:21]=1. The catalyst class is: 103. (2) Reactant: [Br:1][C:2]1[N:7]=[C:6]2[S:8][C:9]([CH2:11]Br)=[N:10][C:5]2=[CH:4][CH:3]=1.[F:13][C:14]1[C:22]([OH:23])=[CH:21][CH:20]=[C:19]([F:24])[C:15]=1[C:16]([NH2:18])=[O:17].C(=O)([O-])[O-].[K+].[K+]. Product: [Br:1][C:2]1[N:7]=[C:6]2[S:8][C:9]([CH2:11][O:23][C:22]3[C:14]([F:13])=[C:15]([C:19]([F:24])=[CH:20][CH:21]=3)[C:16]([NH2:18])=[O:17])=[N:10][C:5]2=[CH:4][CH:3]=1. The catalyst class is: 3. (3) Reactant: CON(C)[C:4]([C:6]1([C:20]([F:23])([F:22])[F:21])[CH2:11][CH2:10][CH:9]([O:12][Si:13]([C:16]([CH3:19])([CH3:18])[CH3:17])([CH3:15])[CH3:14])[CH2:8][CH2:7]1)=[O:5].[H-].C([Al+]CC(C)C)C(C)C.O.O.O.O.C(C(C(C([O-])=O)O)O)([O-])=O.[Na+].[K+]. Product: [C:16]([Si:13]([CH3:15])([CH3:14])[O:12][CH:9]1[CH2:10][CH2:11][C:6]([C:20]([F:23])([F:21])[F:22])([CH:4]=[O:5])[CH2:7][CH2:8]1)([CH3:19])([CH3:18])[CH3:17]. The catalyst class is: 76.